This data is from Reaction yield outcomes from USPTO patents with 853,638 reactions. The task is: Predict the reaction yield, written as a fraction of the theoretical maximum amount of product (1.0 means a 100% yield; for example, 0.34 means a 34% yield). (1) The reactants are [F:1][C:2]1[CH:10]=[CH:9][CH:8]=[C:7]([F:11])[C:3]=1[C:4](Cl)=[O:5].[Br:12][C:13]1[C:14]([C:22]2[CH:23]=[CH:24][C:25]([NH2:28])=[N:26][CH:27]=2)=[CH:15][C:16]2[O:20][CH2:19][O:18][C:17]=2[CH:21]=1.CCN(C(C)C)C(C)C. The catalyst is CN(C1C=CN=CC=1)C.ClCCl.O1CCCC1.CO.[OH-].[Li+]. The product is [Br:12][C:13]1[C:14]([C:22]2[CH:23]=[CH:24][C:25]([NH:28][C:4](=[O:5])[C:3]3[C:2]([F:1])=[CH:10][CH:9]=[CH:8][C:7]=3[F:11])=[N:26][CH:27]=2)=[CH:15][C:16]2[O:20][CH2:19][O:18][C:17]=2[CH:21]=1. The yield is 0.730. (2) The reactants are [CH:1]1[C:13]2[CH:12]([CH2:14][O:15]C(Cl)=O)[C:11]3[C:6](=[CH:7][CH:8]=[CH:9][CH:10]=3)[C:5]=2[CH:4]=[CH:3][CH:2]=1.[NH2:19][C@H:20]1[CH2:43][CH2:42][C@@:41]2([CH3:44])[C@H:22]([CH2:23][CH2:24][C@@H:25]3[C@@H:40]2[CH2:39][CH2:38][C@@:37]2([CH3:45])[C@H:26]3[CH2:27][CH2:28][C@@H:29]2[C@H:30]([CH3:36])[CH2:31][CH2:32][C:33]([OH:35])=[O:34])[CH2:21]1.O. The catalyst is O1CCOCC1.C([O-])([O-])=O.[Na+].[Na+]. The product is [CH:1]1[C:13]2[CH:12]([CH2:14][O:15][NH:19][C@H:20]3[CH2:43][CH2:42][C@@:41]4([CH3:44])[C@H:22]([CH2:23][CH2:24][C@@H:25]5[C@@H:40]4[CH2:39][CH2:38][C@@:37]4([CH3:45])[C@H:26]5[CH2:27][CH2:28][C@@H:29]4[C@H:30]([CH3:36])[CH2:31][CH2:32][C:33]([OH:35])=[O:34])[CH2:21]3)[C:11]3[C:6](=[CH:7][CH:8]=[CH:9][CH:10]=3)[C:5]=2[CH:4]=[CH:3][CH:2]=1. The yield is 0.690.